This data is from Peptide-MHC class II binding affinity with 134,281 pairs from IEDB. The task is: Regression. Given a peptide amino acid sequence and an MHC pseudo amino acid sequence, predict their binding affinity value. This is MHC class II binding data. The peptide sequence is MGDDGVLACAIATHAKIRD. The MHC is HLA-DQA10102-DQB10602 with pseudo-sequence HLA-DQA10102-DQB10602. The binding affinity (normalized) is 0.557.